This data is from NCI-60 drug combinations with 297,098 pairs across 59 cell lines. The task is: Regression. Given two drug SMILES strings and cell line genomic features, predict the synergy score measuring deviation from expected non-interaction effect. (1) Drug 1: C1=CC(=CC=C1C#N)C(C2=CC=C(C=C2)C#N)N3C=NC=N3. Drug 2: CC1=C2C(C(=O)C3(C(CC4C(C3C(C(C2(C)C)(CC1OC(=O)C(C(C5=CC=CC=C5)NC(=O)OC(C)(C)C)O)O)OC(=O)C6=CC=CC=C6)(CO4)OC(=O)C)O)C)O. Cell line: SF-268. Synergy scores: CSS=-9.48, Synergy_ZIP=3.52, Synergy_Bliss=-1.61, Synergy_Loewe=-17.9, Synergy_HSA=-16.6. (2) Cell line: RPMI-8226. Drug 2: C1=NC2=C(N=C(N=C2N1C3C(C(C(O3)CO)O)F)Cl)N. Synergy scores: CSS=6.48, Synergy_ZIP=1.22, Synergy_Bliss=2.31, Synergy_Loewe=4.47, Synergy_HSA=0.189. Drug 1: CC1=CC=C(C=C1)C2=CC(=NN2C3=CC=C(C=C3)S(=O)(=O)N)C(F)(F)F. (3) Drug 1: CC1OCC2C(O1)C(C(C(O2)OC3C4COC(=O)C4C(C5=CC6=C(C=C35)OCO6)C7=CC(=C(C(=C7)OC)O)OC)O)O. Drug 2: C1CN(P(=O)(OC1)NCCCl)CCCl. Cell line: A549. Synergy scores: CSS=33.7, Synergy_ZIP=-7.17, Synergy_Bliss=-6.71, Synergy_Loewe=-44.7, Synergy_HSA=-5.99.